This data is from Reaction yield outcomes from USPTO patents with 853,638 reactions. The task is: Predict the reaction yield, written as a fraction of the theoretical maximum amount of product (1.0 means a 100% yield; for example, 0.34 means a 34% yield). The reactants are N([O-])=O.[Na+].N[C:6]1[CH:11]=[C:10]([Cl:12])[CH:9]=[CH:8][C:7]=1[O:13][CH3:14].[F:15][C:16]([F:30])([F:29])[C:17]1[CH:18]=[C:19]([CH:22]=[C:23]([C:25]([F:28])([F:27])[F:26])[CH:24]=1)[CH:20]=[CH2:21]. The catalyst is O.[H+].[B-](F)(F)(F)F.CO.C(OCC)(=O)C. The product is [Cl:12][C:10]1[CH:9]=[CH:8][C:7]([O:13][CH3:14])=[C:6]([CH:11]=1)[CH:21]=[CH:20][C:19]1[CH:22]=[C:23]([C:25]([F:26])([F:28])[F:27])[CH:24]=[C:17]([C:16]([F:15])([F:29])[F:30])[CH:18]=1. The yield is 0.333.